The task is: Predict the reactants needed to synthesize the given product.. This data is from Full USPTO retrosynthesis dataset with 1.9M reactions from patents (1976-2016). (1) Given the product [Si:20]([O:15][CH2:14][C:10]1[CH:9]=[C:8]([CH:13]=[CH:12][CH:11]=1)[O:7][C:4]1[S:3][C:2]([NH2:1])=[N:6][CH:5]=1)([C:16]([CH3:19])([CH3:18])[CH3:17])([CH3:23])[CH3:22], predict the reactants needed to synthesize it. The reactants are: [NH2:1][C:2]1[S:3][C:4]([O:7][C:8]2[CH:9]=[C:10]([CH2:14][OH:15])[CH:11]=[CH:12][CH:13]=2)=[CH:5][N:6]=1.[C:16]([Si:20]([CH3:23])([CH3:22])Cl)([CH3:19])([CH3:18])[CH3:17].N1C=CN=C1.O. (2) Given the product [CH:1]([O:4][C:5]([N:7]1[CH2:11][CH2:10][CH:9]([O:12][C@@H:13]([C:15](=[O:17])[NH2:20])[CH3:14])[CH2:8]1)=[O:6])([CH3:3])[CH3:2], predict the reactants needed to synthesize it. The reactants are: [CH:1]([O:4][C:5]([N:7]1[CH2:11][CH2:10][CH:9]([O:12][C@@H:13]([C:15]([OH:17])=O)[CH3:14])[CH2:8]1)=[O:6])([CH3:3])[CH3:2].CC[N:20]=C=NCCCN(C)C.C1C=CC2N(O)N=NC=2C=1.N. (3) The reactants are: Cl.[NH2:2][CH:3]1[CH2:8][CH2:7][N:6]([C:9]2[CH:10]=[C:11]([CH:15]=[C:16]([Cl:18])[N:17]=2)[C:12]([NH2:14])=[O:13])[CH2:5][CH2:4]1.[Cl:19][C:20]1[C:24]([Cl:25])=[C:23]([CH2:26][CH3:27])[NH:22][C:21]=1[C:28](O)=[O:29]. Given the product [Cl:18][C:16]1[CH:15]=[C:11]([CH:10]=[C:9]([N:6]2[CH2:5][CH2:4][CH:3]([NH:2][C:28]([C:21]3[NH:22][C:23]([CH2:26][CH3:27])=[C:24]([Cl:25])[C:20]=3[Cl:19])=[O:29])[CH2:8][CH2:7]2)[N:17]=1)[C:12]([NH2:14])=[O:13], predict the reactants needed to synthesize it. (4) Given the product [Cl:1][C:2]1[C:7]2[N:8]=[C:9]([C:13]3[C:14]([NH2:24])=[N:15][O:17][N:16]=3)[N:10]([CH2:11][CH3:12])[C:6]=2[CH:5]=[C:4]([Cl:18])[N:3]=1, predict the reactants needed to synthesize it. The reactants are: [Cl:1][C:2]1[C:7]2[N:8]=[C:9](/[C:13](=[N:16]/[OH:17])/[C:14]#[N:15])[N:10]([CH2:11][CH3:12])[C:6]=2[CH:5]=[C:4]([Cl:18])[N:3]=1.Cl.NO.CC[N:24](CC)CC. (5) Given the product [Cl:1][C:2]1[CH:7]=[C:6]2[N:8]=[CH:9][C:10]3([CH:15]([C:16]4[CH:21]=[CH:20][CH:19]=[C:18]([Cl:22])[CH:17]=4)[CH2:14][CH2:13][NH:12][CH:11]3[C:24]3[CH:29]=[CH:28][CH:27]=[C:26]([F:30])[CH:25]=3)[C:5]2=[CH:4][CH:3]=1.[CH3:32][O:33][CH:34]([Si:36]([CH3:39])([CH3:38])[CH3:37])[CH3:35], predict the reactants needed to synthesize it. The reactants are: [Cl:1][C:2]1[CH:7]=[C:6]2[NH:8][C:9](=O)[C:10]3([CH:15]([C:16]4[CH:21]=[CH:20][CH:19]=[C:18]([Cl:22])[CH:17]=4)[CH2:14][C:13](=O)[NH:12][CH:11]3[C:24]3[CH:29]=[CH:28][CH:27]=[C:26]([F:30])[CH:25]=3)[C:5]2=[CH:4][CH:3]=1.[CH3:32][O:33][CH:34]([Si:36]([CH3:39])([CH3:38])[CH3:37])[CH3:35].[BH4-].[Na+]. (6) Given the product [Cl:1][C:2]1[CH:7]=[CH:6][C:5]([C:8]2[O:30][C:11]([C:13]3[CH:29]=[CH:28][C:16]4[N:17]=[C:18]([C:20]5[C:25]([Cl:26])=[CH:24][CH:23]=[CH:22][C:21]=5[Cl:27])[NH:19][C:15]=4[CH:14]=3)=[N:10][CH:9]=2)=[CH:4][CH:3]=1, predict the reactants needed to synthesize it. The reactants are: [Cl:1][C:2]1[CH:7]=[CH:6][C:5]([C:8](=[O:30])[CH2:9][NH:10][C:11]([C:13]2[CH:29]=[CH:28][C:16]3[N:17]=[C:18]([C:20]4[C:25]([Cl:26])=[CH:24][CH:23]=[CH:22][C:21]=4[Cl:27])[NH:19][C:15]=3[CH:14]=2)=O)=[CH:4][CH:3]=1.CC[N+](S(N=C(OC)[O-])(=O)=O)(CC)CC. (7) Given the product [ClH:1].[C:12]([C:16]1[CH:21]=[CH:20][C:19]([NH:22][C:23]2[C:24]3[CH2:32][CH2:31][N:30]([C:2]4[C:7]([C:8]([F:11])([F:10])[F:9])=[CH:6][CH:5]=[CH:4][N:3]=4)[CH2:29][C:25]=3[N:26]=[CH:27][N:28]=2)=[CH:18][CH:17]=1)([CH3:15])([CH3:13])[CH3:14], predict the reactants needed to synthesize it. The reactants are: [Cl:1][C:2]1[C:7]([C:8]([F:11])([F:10])[F:9])=[CH:6][CH:5]=[CH:4][N:3]=1.[C:12]([C:16]1[CH:21]=[CH:20][C:19]([NH:22][C:23]2[C:24]3[CH2:32][CH2:31][NH:30][CH2:29][C:25]=3[N:26]=[CH:27][N:28]=2)=[CH:18][CH:17]=1)([CH3:15])([CH3:14])[CH3:13].C(=O)([O-])[O-].[K+].[K+].